Dataset: Peptide-MHC class I binding affinity with 185,985 pairs from IEDB/IMGT. Task: Regression. Given a peptide amino acid sequence and an MHC pseudo amino acid sequence, predict their binding affinity value. This is MHC class I binding data. The peptide sequence is QETGRQTALFL. The MHC is Mamu-A11 with pseudo-sequence Mamu-A11. The binding affinity (normalized) is 0.173.